This data is from Forward reaction prediction with 1.9M reactions from USPTO patents (1976-2016). The task is: Predict the product of the given reaction. (1) The product is: [C:6]([N:8]1[CH2:11][C:10]([CH2:12][O:21][C:19]2[CH:20]=[C:15]([Br:14])[CH:16]=[CH:17][C:18]=2[O:22][CH2:23][C:24]2[CH:29]=[CH:28][CH:27]=[C:26]([Cl:30])[CH:25]=2)([OH:13])[CH2:9]1)([O:5][C:1]([CH3:4])([CH3:2])[CH3:3])=[O:7]. Given the reactants [C:1]([O:5][C:6]([N:8]1[CH2:11][C:10]([OH:13])([CH3:12])[CH2:9]1)=[O:7])([CH3:4])([CH3:3])[CH3:2].[Br:14][C:15]1[CH:16]=[CH:17][C:18]([O:22][CH2:23][C:24]2[CH:29]=[CH:28][CH:27]=[C:26]([Cl:30])[CH:25]=2)=[C:19]([OH:21])[CH:20]=1.C(C=P(CCCC)(CCCC)CCCC)#N, predict the reaction product. (2) Given the reactants C(N(CC)CC)C.[NH2:8][C:9]1[CH:16]=[CH:15][C:14]([N+:17]([O-:19])=[O:18])=[CH:13][C:10]=1[C:11]#[N:12].[C:20](Cl)(=[O:27])[C:21]1[CH:26]=[CH:25][CH:24]=[CH:23][CH:22]=1, predict the reaction product. The product is: [C:20]([NH:12][CH2:11][C:10]1[CH:13]=[C:14]([N+:17]([O-:19])=[O:18])[CH:15]=[CH:16][C:9]=1[NH2:8])(=[O:27])[C:21]1[CH:26]=[CH:25][CH:24]=[CH:23][CH:22]=1.